The task is: Predict the reactants needed to synthesize the given product.. This data is from Full USPTO retrosynthesis dataset with 1.9M reactions from patents (1976-2016). (1) Given the product [C:1]([O:5][C:6](=[O:40])[N:7]([C@H:9]([C:11](=[O:39])[NH:12][C@@H:13]1[C:19](=[O:20])[N:18]([CH2:21][C:22]2[C:31]3[C:26](=[CH:27][C:28]([C:41]#[N:42])=[CH:29][CH:30]=3)[CH:25]=[CH:24][C:23]=2[O:33][CH3:34])[C:17]2[CH:35]=[CH:36][CH:37]=[CH:38][C:16]=2[CH2:15][CH2:14]1)[CH3:10])[CH3:8])([CH3:4])([CH3:3])[CH3:2], predict the reactants needed to synthesize it. The reactants are: [C:1]([O:5][C:6](=[O:40])[N:7]([C@H:9]([C:11](=[O:39])[NH:12][C@@H:13]1[C:19](=[O:20])[N:18]([CH2:21][C:22]2[C:31]3[C:26](=[CH:27][C:28](Br)=[CH:29][CH:30]=3)[CH:25]=[CH:24][C:23]=2[O:33][CH3:34])[C:17]2[CH:35]=[CH:36][CH:37]=[CH:38][C:16]=2[CH2:15][CH2:14]1)[CH3:10])[CH3:8])([CH3:4])([CH3:3])[CH3:2].[CH3:41][N:42](C=O)C. (2) Given the product [Cl:16][C:17]1[CH:22]=[CH:21][C:20]([C@@H:23]2[CH2:25][C@H:24]2[C:26]([N:10]2[CH2:9][C@H:8]([CH2:11][CH:12]([CH3:14])[CH3:13])[NH:7][C:6](=[O:15])[C@@H:5]2[CH2:1][CH:2]([CH3:4])[CH3:3])=[O:27])=[C:19]([F:29])[CH:18]=1, predict the reactants needed to synthesize it. The reactants are: [CH2:1]([C@@H:5]1[NH:10][CH2:9][C@H:8]([CH2:11][CH:12]([CH3:14])[CH3:13])[NH:7][C:6]1=[O:15])[CH:2]([CH3:4])[CH3:3].[Cl:16][C:17]1[CH:22]=[CH:21][C:20]([C@@H:23]2[CH2:25][C@H:24]2[C:26](O)=[O:27])=[C:19]([F:29])[CH:18]=1.C([C@@H]1N(C(=O)/C=C/C2C=CC=CC=2)C[C@H](CC(C)C)NC1=O)C(C)C. (3) The reactants are: [PH2](O)=O.[Br:4][C:5]1[C:10]2=[CH:11][CH:12]=[C:13]3[C:22]([C:21](=O)[C:20]4[C:15](=[C:16]([Br:24])[CH:17]=[CH:18][CH:19]=4)[C:14]3=O)=[C:9]2[CH:8]=[CH:7][CH:6]=1.I. Given the product [Br:4][C:5]1[C:10]2=[CH:11][CH:12]=[C:13]3[C:22]([CH:21]=[C:20]4[C:15]([C:16]([Br:24])=[CH:17][CH:18]=[CH:19]4)=[CH:14]3)=[C:9]2[CH:8]=[CH:7][CH:6]=1, predict the reactants needed to synthesize it. (4) Given the product [F:1][C:2]1[CH:14]=[CH:13][C:12]([C:15]2[C:16]([CH2:35][C:36]([O:38][CH3:39])=[O:37])=[CH:17][C:18]3[O:22][C:21]([C:23]4[CH:24]=[CH:25][C:26]([F:29])=[CH:27][CH:28]=4)=[C:20]([C:30](=[O:33])[NH:31][CH3:32])[C:19]=3[CH:34]=2)=[CH:11][C:3]=1[C:4]([OH:6])=[O:5], predict the reactants needed to synthesize it. The reactants are: [F:1][C:2]1[CH:14]=[CH:13][C:12]([C:15]2[C:16]([CH2:35][C:36]([O:38][CH3:39])=[O:37])=[CH:17][C:18]3[O:22][C:21]([C:23]4[CH:28]=[CH:27][C:26]([F:29])=[CH:25][CH:24]=4)=[C:20]([C:30](=[O:33])[NH:31][CH3:32])[C:19]=3[CH:34]=2)=[CH:11][C:3]=1[C:4]([O:6]C(C)(C)C)=[O:5].C(O)(C(F)(F)F)=O. (5) Given the product [NH2:24][C:19]1[CH:20]=[CH:21][CH:22]=[CH:23][C:18]=1[NH:17][C:15](=[O:16])[CH2:14][CH2:13][CH2:12][CH2:11][CH2:10][C:9]([NH:8][C:5]1[CH:4]=[CH:3][C:2]([OH:1])=[CH:7][CH:6]=1)=[O:32], predict the reactants needed to synthesize it. The reactants are: [OH:1][C:2]1[CH:7]=[CH:6][C:5]([NH:8][C:9](=[O:32])[CH2:10][CH2:11][CH2:12][CH2:13][CH2:14][C:15]([NH:17][C:18]2[CH:23]=[CH:22][CH:21]=[CH:20][C:19]=2[NH:24]C(=O)OC(C)(C)C)=[O:16])=[CH:4][CH:3]=1. (6) The reactants are: [F:1][C:2]1[CH:7]=[C:6]([C:8]([F:11])([F:10])[F:9])[CH:5]=[CH:4][C:3]=1[C:12]1[C:21]2[CH2:20][CH2:19][CH2:18][CH:17]([CH2:22][C:23]([NH:25][CH3:26])=[O:24])[C:16]=2[CH:15]=[N:14][CH:13]=1.[CH:27]1(CN)[CH2:29][CH2:28]1. Given the product [CH:27]1([CH2:26][NH:25][C:23](=[O:24])[CH2:22][CH:17]2[C:16]3[CH:15]=[N:14][CH:13]=[C:12]([C:3]4[CH:4]=[CH:5][C:6]([C:8]([F:9])([F:11])[F:10])=[CH:7][C:2]=4[F:1])[C:21]=3[CH2:20][CH2:19][CH2:18]2)[CH2:29][CH2:28]1, predict the reactants needed to synthesize it. (7) The reactants are: CC([Si](C1C=CC=CC=1)(C1C=CC=CC=1)[O:6][CH2:7][C@@H:8]1[CH2:14][C@@H:13]2[C@@H:11]([CH2:12]2)[CH2:10][N:9]1[S:15]([C:18]1[CH:23]=[CH:22][C:21]([CH3:24])=[CH:20][CH:19]=1)(=[O:17])=[O:16])(C)C.N1C=CC=CC=1.F. Given the product [CH3:24][C:21]1[CH:20]=[CH:19][C:18]([S:15]([N:9]2[C@H:8]([CH2:7][OH:6])[CH2:14][C@@H:13]3[C@@H:11]([CH2:12]3)[CH2:10]2)(=[O:17])=[O:16])=[CH:23][CH:22]=1, predict the reactants needed to synthesize it. (8) Given the product [N:24]1([CH2:30][CH2:31][CH2:32][NH:33][C:21]([C:17]2[C:18]3[C:13](=[CH:12][C:11]([O:10][C:8]4[CH:7]=[CH:6][N:5]=[C:4]5[CH:3]=[CH:2][S:1][C:9]=45)=[CH:20][CH:19]=3)[CH:14]=[CH:15][CH:16]=2)=[O:22])[CH2:29][CH2:28][CH2:27][CH2:26][CH2:25]1, predict the reactants needed to synthesize it. The reactants are: [S:1]1[C:9]2[C:4](=[N:5][CH:6]=[CH:7][C:8]=2[O:10][C:11]2[CH:12]=[C:13]3[C:18](=[CH:19][CH:20]=2)[C:17]([C:21](O)=[O:22])=[CH:16][CH:15]=[CH:14]3)[CH:3]=[CH:2]1.[N:24]1([CH2:30][CH2:31][CH2:32][NH2:33])[CH2:29][CH2:28][CH2:27][CH2:26][CH2:25]1. (9) Given the product [O:3]=[C:4]1[N:10]([CH:11]2[CH2:12][CH2:13][N:14]([C:17]([O:19][C@H:20]([CH2:41][C:42]3[CH:47]=[C:46]([CH3:48])[C:45]([NH2:49])=[C:44]([CH3:50])[CH:43]=3)[C:21]([N:23]3[CH2:24][CH2:25][CH:26]([CH:29]4[CH2:34][CH2:33][N:32]([CH2:35][C:36]([OH:38])=[O:37])[CH2:31][CH2:30]4)[CH2:27][CH2:28]3)=[O:22])=[O:18])[CH2:15][CH2:16]2)[CH2:9][CH2:8][C:7]2[CH:51]=[CH:52][CH:53]=[CH:54][C:6]=2[NH:5]1, predict the reactants needed to synthesize it. The reactants are: [Li+].[OH-].[O:3]=[C:4]1[N:10]([CH:11]2[CH2:16][CH2:15][N:14]([C:17]([O:19][C@H:20]([CH2:41][C:42]3[CH:47]=[C:46]([CH3:48])[C:45]([NH2:49])=[C:44]([CH3:50])[CH:43]=3)[C:21]([N:23]3[CH2:28][CH2:27][CH:26]([CH:29]4[CH2:34][CH2:33][N:32]([CH2:35][C:36]([O:38]CC)=[O:37])[CH2:31][CH2:30]4)[CH2:25][CH2:24]3)=[O:22])=[O:18])[CH2:13][CH2:12]2)[CH2:9][CH2:8][C:7]2[CH:51]=[CH:52][CH:53]=[CH:54][C:6]=2[NH:5]1. (10) The reactants are: [CH3:1][C:2]1[CH:7]=[CH:6][CH:5]=[C:4]([CH3:8])[C:3]=1[C:9]1[C:17]2[O:16][CH:15]([CH2:18][NH2:19])[CH2:14][C:13]=2[CH:12]=[CH:11][CH:10]=1.C(N(C(C)C)CC)(C)C.Cl[C:30]([O:32][CH2:33][C:34]1[CH:39]=[CH:38][CH:37]=[CH:36][CH:35]=1)=[O:31]. Given the product [CH3:1][C:2]1[CH:7]=[CH:6][CH:5]=[C:4]([CH3:8])[C:3]=1[C:9]1[C:17]2[O:16][CH:15]([CH2:18][NH:19][C:30](=[O:31])[O:32][CH2:33][C:34]3[CH:39]=[CH:38][CH:37]=[CH:36][CH:35]=3)[CH2:14][C:13]=2[CH:12]=[CH:11][CH:10]=1, predict the reactants needed to synthesize it.